Task: Regression. Given two drug SMILES strings and cell line genomic features, predict the synergy score measuring deviation from expected non-interaction effect.. Dataset: Merck oncology drug combination screen with 23,052 pairs across 39 cell lines (1) Drug 1: O=c1[nH]cc(F)c(=O)[nH]1. Drug 2: COC1=C2CC(C)CC(OC)C(O)C(C)C=C(C)C(OC(N)=O)C(OC)C=CC=C(C)C(=O)NC(=CC1=O)C2=O. Cell line: HT29. Synergy scores: synergy=-3.95. (2) Cell line: CAOV3. Synergy scores: synergy=-4.85. Drug 2: Cn1c(=O)n(-c2ccc(C(C)(C)C#N)cc2)c2c3cc(-c4cnc5ccccc5c4)ccc3ncc21. Drug 1: COC12C(COC(N)=O)C3=C(C(=O)C(C)=C(N)C3=O)N1CC1NC12. (3) Drug 1: CN1C(=O)C=CC2(C)C3CCC4(C)C(NC(=O)OCC(F)(F)F)CCC4C3CCC12. Drug 2: N#Cc1ccc(Cn2cncc2CN2CCN(c3cccc(Cl)c3)C(=O)C2)cc1. Cell line: OVCAR3. Synergy scores: synergy=-23.6. (4) Drug 1: O=C(O)C1(Cc2cccc(Nc3nccs3)n2)CCC(Oc2cccc(Cl)c2F)CC1. Drug 2: CCc1cnn2c(NCc3ccc[n+]([O-])c3)cc(N3CCCCC3CCO)nc12. Cell line: NCIH520. Synergy scores: synergy=-18.3.